This data is from Reaction yield outcomes from USPTO patents with 853,638 reactions. The task is: Predict the reaction yield, written as a fraction of the theoretical maximum amount of product (1.0 means a 100% yield; for example, 0.34 means a 34% yield). (1) The reactants are [CH3:1][C:2]1([CH3:24])[S:6][C@@H:5]2[C@H:7]([NH:10][C:11]([CH2:13][O:14][C:15]3[CH:16]=[CH:17][CH:18]=[CH:19][CH:20]=3)=[O:12])[C:8](=[O:9])[N:4]2[C@H:3]1[C:21]([OH:23])=[O:22].[CH3:25]I. The catalyst is CN(C)C=O. The product is [CH3:1][C:2]1([CH3:24])[S:6][C@H:5]2[N:4]([C:8](=[O:9])[C@H:7]2[NH:10][C:11](=[O:12])[CH2:13][O:14][C:15]2[CH:16]=[CH:17][CH:18]=[CH:19][CH:20]=2)[C@H:3]1[C:21]([O:23][CH3:25])=[O:22]. The yield is 0.650. (2) The reactants are [O:1]=[C:2]1[NH:6][C:5](=[O:7])[C:4]2([CH2:12][CH2:11][CH2:10][N:9]([C:13]([O:15][C:16]([CH3:19])([CH3:18])[CH3:17])=[O:14])[CH2:8]2)[NH:3]1.C(=O)([O-])[O-].[K+].[K+].I[CH2:27][CH3:28]. The catalyst is CN(C=O)C.C(OCC)(=O)C. The product is [CH2:27]([N:6]1[C:5](=[O:7])[C:4]2([CH2:12][CH2:11][CH2:10][N:9]([C:13]([O:15][C:16]([CH3:19])([CH3:18])[CH3:17])=[O:14])[CH2:8]2)[NH:3][C:2]1=[O:1])[CH3:28]. The yield is 0.320. (3) The reactants are [Cl:1][C:2]1[CH:7]=[C:6](Cl)[N:5]=[C:4]([CH3:9])[N:3]=1.[NH2:10][NH2:11].C(=O)([O-])[O-].[K+].[K+]. The catalyst is C1COCC1. The product is [Cl:1][C:2]1[CH:7]=[C:6]([NH:10][NH2:11])[N:5]=[C:4]([CH3:9])[N:3]=1. The yield is 0.450. (4) The reactants are [F:1][C:2]1[CH:28]=[CH:27][C:5]([CH2:6][N:7]2[C:10]([CH3:12])([CH3:11])[C:9](=[O:13])[N:8]2[CH:14]2[CH:21]3[CH2:22][C:17]4([C:24](O)=[O:25])[CH2:18][CH:19]([CH2:23][CH:15]2[CH2:16]4)[CH2:20]3)=[CH:4][CH:3]=1.O.OC1C2N=N[NH:36]C=2C=CC=1.CCN=C=NCCCN(C)C.Cl.N. The catalyst is ClCCl.O. The product is [F:1][C:2]1[CH:3]=[CH:4][C:5]([CH2:6][N:7]2[C:10]([CH3:12])([CH3:11])[C:9](=[O:13])[N:8]2[CH:14]2[CH:21]3[CH2:22][C:17]4([C:24]([NH2:36])=[O:25])[CH2:18][CH:19]([CH2:23][CH:15]2[CH2:16]4)[CH2:20]3)=[CH:27][CH:28]=1. The yield is 0.249. (5) The reactants are [NH2:1][CH:2]([C:4]1[CH:9]=[CH:8][C:7]([NH:10][C:11]2[N:16]=[C:15]([CH2:17][CH2:18][C:19]3[CH:24]=[CH:23][CH:22]=[CH:21][C:20]=3[C:25]3([C:28]([NH2:30])=[O:29])[CH2:27][CH2:26]3)[C:14]([C:31]([F:34])([F:33])[F:32])=[CH:13][N:12]=2)=[CH:6][CH:5]=1)[CH3:3].N1C=CC=CC=1.[C:41](OC(=O)C)(=[O:43])[CH3:42]. The catalyst is C(Cl)Cl. The product is [C:41]([NH:1][CH:2]([C:4]1[CH:5]=[CH:6][C:7]([NH:10][C:11]2[N:16]=[C:15]([CH2:17][CH2:18][C:19]3[CH:24]=[CH:23][CH:22]=[CH:21][C:20]=3[C:25]3([C:28]([NH2:30])=[O:29])[CH2:26][CH2:27]3)[C:14]([C:31]([F:33])([F:34])[F:32])=[CH:13][N:12]=2)=[CH:8][CH:9]=1)[CH3:3])(=[O:43])[CH3:42]. The yield is 0.980. (6) The reactants are [CH2:1]([Si]1(Cl)N(C)[C@H](C)[C@@H](C2C=CC=CC=2)O1)/[CH:2]=[CH:3]\[CH3:4].[CH:19](=[O:28])[CH2:20][CH2:21][C:22]1[CH:27]=[CH:26][CH:25]=[CH:24][CH:23]=1.Cl.CCOC(C)=O. The catalyst is C1(C)C=CC=CC=1. The product is [CH3:4][C@@H:3]([CH:2]=[CH2:1])[C@@H:19]([OH:28])[CH2:20][CH2:21][C:22]1[CH:27]=[CH:26][CH:25]=[CH:24][CH:23]=1. The yield is 0.610. (7) The reactants are C(Cl)(=O)C(Cl)=O.[F:7][C:8]([C:18]1[CH:23]=[CH:22][C:21]([C:24]2[CH:32]=[CH:31][C:27]([C:28](O)=[O:29])=[CH:26][CH:25]=2)=[CH:20][CH:19]=1)([CH3:17])[CH2:9][NH:10][S:11]([CH:14]([CH3:16])[CH3:15])(=[O:13])=[O:12].O1CCOCC1.[CH3:39][NH2:40]. The catalyst is C(Cl)Cl.CN(C=O)C. The product is [F:7][C:8]([C:18]1[CH:23]=[CH:22][C:21]([C:24]2[CH:32]=[CH:31][C:27]([C:28]([NH:40][CH3:39])=[O:29])=[CH:26][CH:25]=2)=[CH:20][CH:19]=1)([CH3:17])[CH2:9][NH:10][S:11]([CH:14]([CH3:16])[CH3:15])(=[O:13])=[O:12]. The yield is 0.490.